From a dataset of Full USPTO retrosynthesis dataset with 1.9M reactions from patents (1976-2016). Predict the reactants needed to synthesize the given product. Given the product [CH:1]12[CH2:7][CH:4]([CH:5]=[CH:6]1)[CH2:3][N:2]2[C:31]([C:29]1[CH:28]=[CH:27][C:26]2=[N:22][O:23][N:24]=[C:25]2[CH:30]=1)=[O:32], predict the reactants needed to synthesize it. The reactants are: [CH:1]12[CH2:7][CH:4]([CH:5]=[CH:6]1)[C:3](=O)[NH:2]2.[H-].[H-].[H-].[H-].[Li+].[Al+3].C12CC(C=C1)CN2.[N:22]1[O:23][N:24]=[C:25]2[CH:30]=[C:29]([C:31](Cl)=[O:32])[CH:28]=[CH:27][C:26]=12.